Dataset: Forward reaction prediction with 1.9M reactions from USPTO patents (1976-2016). Task: Predict the product of the given reaction. (1) Given the reactants [Cl:1][C:2]1[C:3]([NH:30][C:31]2[CH:35]=[C:34]([CH3:36])[NH:33][N:32]=2)=[N:4][C:5]([NH:8][C:9]2[CH:14]=[C:13]([CH3:15])[C:12]([CH:16]3[CH2:21][CH2:20][N:19]([S:22]([CH2:25][CH2:26][CH2:27]Cl)(=[O:24])=[O:23])[CH2:18][CH2:17]3)=[CH:11][C:10]=2[CH3:29])=[N:6][CH:7]=1.[NH:37]1[CH2:42][CH2:41][O:40][CH2:39][CH2:38]1, predict the reaction product. The product is: [Cl:1][C:2]1[C:3]([NH:30][C:31]2[CH:35]=[C:34]([CH3:36])[NH:33][N:32]=2)=[N:4][C:5]([NH:8][C:9]2[CH:14]=[C:13]([CH3:15])[C:12]([CH:16]3[CH2:21][CH2:20][N:19]([S:22]([CH2:25][CH2:26][CH2:27][N:37]4[CH2:42][CH2:41][O:40][CH2:39][CH2:38]4)(=[O:24])=[O:23])[CH2:18][CH2:17]3)=[CH:11][C:10]=2[CH3:29])=[N:6][CH:7]=1. (2) Given the reactants C(OC([N:8]1[CH2:11][CH2:10][CH:9]1[C:12]1[O:16][N:15]=[C:14]([C:17]2[CH:22]=[CH:21][CH:20]=[CH:19][N:18]=2)[CH:13]=1)=O)(C)(C)C.Cl.O1CCOCC1, predict the reaction product. The product is: [N:18]1[CH:19]=[CH:20][CH:21]=[CH:22][C:17]=1[C:14]1[CH:13]=[C:12]([CH:9]2[CH2:10][CH2:11][NH:8]2)[O:16][N:15]=1. (3) Given the reactants [CH2:1]([O:3][C:4]([C:6]1[CH:11]=[CH:10][N:9]2[CH:12]=[N:13][N:14]=[C:8]2[CH:7]=1)=[O:5])[CH3:2].C1C(=O)N([Br:22])C(=O)C1.C(=O)([O-])[O-].[K+].[K+], predict the reaction product. The product is: [Br:22][C:12]1[N:9]2[CH:10]=[CH:11][C:6]([C:4]([O:3][CH2:1][CH3:2])=[O:5])=[CH:7][C:8]2=[N:14][N:13]=1. (4) Given the reactants C(=O)([O-])[O-].[K+].[K+].Cl.[CH3:8][C:9](=[CH2:12])[CH2:10][NH2:11].[C:13](O[C:13]([O:15][C:16]([CH3:19])([CH3:18])[CH3:17])=[O:14])([O:15][C:16]([CH3:19])([CH3:18])[CH3:17])=[O:14].O, predict the reaction product. The product is: [CH3:12][C:9](=[CH2:8])[CH2:10][NH:11][C:13](=[O:14])[O:15][C:16]([CH3:19])([CH3:18])[CH3:17].